This data is from Forward reaction prediction with 1.9M reactions from USPTO patents (1976-2016). The task is: Predict the product of the given reaction. (1) Given the reactants F[C:2]1[CH:28]=[CH:27][C:5]2[N:6]=[C:7]([C:9]3[C:10]([NH2:26])=[N:11][CH:12]=[C:13]([C:15]4[CH:16]=[N:17][N:18]([CH:20]5[CH2:25][CH2:24][NH:23][CH2:22][CH2:21]5)[CH:19]=4)[CH:14]=3)[S:8][C:4]=2[CH:3]=1.[Cl:29]C1SC2C=C(Cl)C=CC=2N=1, predict the reaction product. The product is: [Cl:29][C:2]1[CH:28]=[CH:27][C:5]2[N:6]=[C:7]([C:9]3[C:10]([NH2:26])=[N:11][CH:12]=[C:13]([C:15]4[CH:16]=[N:17][N:18]([CH:20]5[CH2:25][CH2:24][NH:23][CH2:22][CH2:21]5)[CH:19]=4)[CH:14]=3)[S:8][C:4]=2[CH:3]=1. (2) Given the reactants [N+:1]([C:4]1[CH:11]=[CH:10][CH:9]=[CH:8][C:5]=1[CH2:6]O)([O-:3])=[O:2].[CH3:12][S:13][C:14]1[N:19]=[C:18]2[NH:20][N:21]=[CH:22][C:17]2=[CH:16][N:15]=1, predict the reaction product. The product is: [CH3:12][S:13][C:14]1[N:19]=[C:18]2[N:20]([CH2:6][C:5]3[CH:8]=[CH:9][CH:10]=[CH:11][C:4]=3[N+:1]([O-:3])=[O:2])[N:21]=[CH:22][C:17]2=[CH:16][N:15]=1.